Dataset: Reaction yield outcomes from USPTO patents with 853,638 reactions. Task: Predict the reaction yield, written as a fraction of the theoretical maximum amount of product (1.0 means a 100% yield; for example, 0.34 means a 34% yield). (1) The reactants are Cl[C:2]1[CH:7]=[C:6]([NH:8][C:9]2[CH:10]=[C:11]([CH:19]=[CH:20][CH:21]=2)[C:12]([O:14][C:15]([CH3:18])([CH3:17])[CH3:16])=[O:13])[N:5]2[N:22]=[CH:23][CH:24]=[C:4]2[N:3]=1.[Cl:25][C:26]1[CH:27]=[C:28]([CH:30]=[CH:31][CH:32]=1)[NH2:29].Cl.O1CCOCC1.[OH-].[Na+]. The catalyst is O.C(O)(C)(C)C. The product is [Cl:25][C:26]1[CH:27]=[C:28]([NH:29][C:2]2[CH:7]=[C:6]([NH:8][C:9]3[CH:10]=[C:11]([CH:19]=[CH:20][CH:21]=3)[C:12]([O:14][C:15]([CH3:17])([CH3:18])[CH3:16])=[O:13])[N:5]3[N:22]=[CH:23][CH:24]=[C:4]3[N:3]=2)[CH:30]=[CH:31][CH:32]=1. The yield is 0.550. (2) The reactants are [NH:1]1[C:10](=[O:11])[C:9]2[NH:8][CH:7]=[N:6][C:5]=2[NH:4][C:2]1=[O:3].CCN([CH:18]([CH3:20])[CH3:19])C(C)C.[CH3:21][C:22]([O:25][C:26](O[C:26]([O:25][C:22]([CH3:24])([CH3:23])[CH3:21])=[O:27])=[O:27])([CH3:24])[CH3:23]. The catalyst is CN(C1C=CN=CC=1)C.CN(C=O)C. The product is [C:22]([O:25][C:26]([N:8]1[C:9]2[C:10](=[O:11])[NH:1][C:2](=[O:3])[N:4]([CH2:20][CH2:18][CH3:19])[C:5]=2[N:6]=[CH:7]1)=[O:27])([CH3:24])([CH3:23])[CH3:21]. The yield is 0.280. (3) The reactants are [F:1][C:2]1[C:7]2[CH:8]=[CH:9][O:10][C:6]=2[C:5]([C:11]2[CH:27]=[CH:26][C:14]([O:15][CH2:16][C:17]3[CH:18]=[C:19]([CH:23]=[CH:24][CH:25]=3)[C:20](O)=[O:21])=[CH:13][CH:12]=2)=[CH:4][C:3]=1[F:28].[S:29]1[CH2:33][C@@H:32]([C:34]([OH:36])=[O:35])[NH:31][CH2:30]1. No catalyst specified. The product is [F:1][C:2]1[C:7]2[CH:8]=[CH:9][O:10][C:6]=2[C:5]([C:11]2[CH:12]=[CH:13][C:14]([O:15][CH2:16][C:17]3[CH:18]=[C:19]([CH:23]=[CH:24][CH:25]=3)[C:20]([N:31]3[C@H:32]([C:34]([OH:36])=[O:35])[CH2:33][S:29][CH2:30]3)=[O:21])=[CH:26][CH:27]=2)=[CH:4][C:3]=1[F:28]. The yield is 0.0280. (4) The catalyst is C(Cl)(Cl)(Cl)Cl.ClCCl.O. The reactants are [CH2:1]1[O:5][C@@H:4]2[C@H:6]([OH:9])[CH2:7][O:8][C@@H:3]2[C@@H:2]1[OH:10].[C:11]1([CH3:21])[CH:16]=[CH:15][C:14]([S:17](Cl)(=[O:19])=[O:18])=[CH:13][CH:12]=1.[OH-:22].[K+]. The yield is 0.480. The product is [CH3:21][C:11]1[CH:16]=[CH:15][C:14]([S:17]([O:10][C@@H:2]2[CH2:1][O:5][C@@H:4]3[C@H:6]([O:9][S:17]([C:14]4[CH:15]=[CH:16][C:11]([CH3:21])=[CH:12][CH:13]=4)(=[O:18])=[O:22])[CH2:7][O:8][C@H:3]23)(=[O:19])=[O:18])=[CH:13][CH:12]=1. (5) The product is [Cl:17][CH2:27][C:26]1[O:28][N:19]=[C:15]([CH2:14][CH2:13][C:3]2[N:4]=[C:5]([C:7]3[CH:12]=[CH:11][CH:10]=[CH:9][CH:8]=3)[O:6][C:2]=2[CH3:1])[N:16]=1. The reactants are [CH3:1][C:2]1[O:6][C:5]([C:7]2[CH:12]=[CH:11][CH:10]=[CH:9][CH:8]=2)=[N:4][C:3]=1[CH2:13][CH2:14][C:15]#[N:16].[Cl-:17].O[NH3+:19].C(=O)([O-])[O-].[K+].[K+].[CH2:26]([OH:28])[CH3:27]. The yield is 0.230. No catalyst specified.